From a dataset of Merck oncology drug combination screen with 23,052 pairs across 39 cell lines. Regression. Given two drug SMILES strings and cell line genomic features, predict the synergy score measuring deviation from expected non-interaction effect. (1) Drug 1: N#Cc1ccc(Cn2cncc2CN2CCN(c3cccc(Cl)c3)C(=O)C2)cc1. Drug 2: CC1(c2nc3c(C(N)=O)cccc3[nH]2)CCCN1. Cell line: ES2. Synergy scores: synergy=-6.63. (2) Drug 1: Cn1nnc2c(C(N)=O)ncn2c1=O. Drug 2: Cn1cc(-c2cnn3c(N)c(Br)c(C4CCCNC4)nc23)cn1. Cell line: A427. Synergy scores: synergy=88.2. (3) Drug 1: CCC1=CC2CN(C1)Cc1c([nH]c3ccccc13)C(C(=O)OC)(c1cc3c(cc1OC)N(C)C1C(O)(C(=O)OC)C(OC(C)=O)C4(CC)C=CCN5CCC31C54)C2. Drug 2: C#Cc1cccc(Nc2ncnc3cc(OCCOC)c(OCCOC)cc23)c1. Cell line: RKO. Synergy scores: synergy=13.5. (4) Drug 1: Nc1ccn(C2OC(CO)C(O)C2(F)F)c(=O)n1. Drug 2: COC1CC2CCC(C)C(O)(O2)C(=O)C(=O)N2CCCCC2C(=O)OC(C(C)CC2CCC(OP(C)(C)=O)C(OC)C2)CC(=O)C(C)C=C(C)C(O)C(OC)C(=O)C(C)CC(C)C=CC=CC=C1C. Cell line: COLO320DM. Synergy scores: synergy=10.1. (5) Synergy scores: synergy=-4.42. Drug 1: CS(=O)(=O)CCNCc1ccc(-c2ccc3ncnc(Nc4ccc(OCc5cccc(F)c5)c(Cl)c4)c3c2)o1. Cell line: SW620. Drug 2: Cn1cc(-c2cnn3c(N)c(Br)c(C4CCCNC4)nc23)cn1.